Dataset: Forward reaction prediction with 1.9M reactions from USPTO patents (1976-2016). Task: Predict the product of the given reaction. Given the reactants C([O:8][C:9](=[O:44])[C@@H:10]([NH:36][C:37]([O:39][C:40]([CH3:43])([CH3:42])[CH3:41])=[O:38])[CH2:11][C:12]1[CH:17]=[CH:16][CH:15]=[C:14]([CH2:18][N:19]2[CH2:23][C:22](=[O:24])[N:21]([CH2:25][C:26]3[CH:31]=[CH:30][C:29]([O:32][CH3:33])=[CH:28][CH:27]=3)[S:20]2(=[O:35])=[O:34])[CH:13]=1)C1C=CC=CC=1.[H][H], predict the reaction product. The product is: [C:40]([O:39][C:37]([NH:36][C@@H:10]([CH2:11][C:12]1[CH:17]=[CH:16][CH:15]=[C:14]([CH2:18][N:19]2[CH2:23][C:22](=[O:24])[N:21]([CH2:25][C:26]3[CH:27]=[CH:28][C:29]([O:32][CH3:33])=[CH:30][CH:31]=3)[S:20]2(=[O:34])=[O:35])[CH:13]=1)[C:9]([OH:44])=[O:8])=[O:38])([CH3:41])([CH3:43])[CH3:42].